The task is: Predict the reactants needed to synthesize the given product.. This data is from Full USPTO retrosynthesis dataset with 1.9M reactions from patents (1976-2016). (1) Given the product [Br:1][C:20]1[S:21][CH:22]=[CH:23][C:19]=1[CH2:18][CH:17]([CH2:9][CH2:10][CH2:11][CH2:12][CH2:13][CH2:14][CH2:15][CH3:16])[CH2:24][CH2:25][CH2:26][CH2:27][CH2:28][CH2:29][CH2:30][CH2:31][CH2:32][CH3:33], predict the reactants needed to synthesize it. The reactants are: [Br:1]N1C(=O)CCC1=O.[CH2:9]([CH:17]([CH2:24][CH2:25][CH2:26][CH2:27][CH2:28][CH2:29][CH2:30][CH2:31][CH2:32][CH3:33])[CH2:18][C:19]1[CH:23]=[CH:22][S:21][CH:20]=1)[CH2:10][CH2:11][CH2:12][CH2:13][CH2:14][CH2:15][CH3:16]. (2) Given the product [CH3:22][CH2:23][O:24][C:25]([CH3:27])=[O:26].[CH3:12][CH2:4][CH2:3][CH:2]([CH3:14])[CH3:1].[NH2:15][C:14]1[C:2]([CH3:1])=[CH:3][C:4]2[N:5]([CH:19]([CH3:20])[CH3:21])[C:6]3[C:11]([C:12]=2[C:13]=1[CH3:18])=[CH:10][CH:9]=[CH:8][CH:7]=3, predict the reactants needed to synthesize it. The reactants are: [CH3:1][C:2]1[C:14]([N+:15]([O-])=O)=[C:13]([CH3:18])[C:12]2[C:11]3[C:6](=[CH:7][CH:8]=[CH:9][CH:10]=3)[N:5]([CH:19]([CH3:21])[CH3:20])[C:4]=2[CH:3]=1.[CH3:22][CH2:23][O:24][C:25]([CH3:27])=[O:26]. (3) Given the product [O:1]=[C:2]1[CH2:11][CH2:10][CH2:9][C:8]2[CH:7]=[C:6]([C:12]([O:14][CH3:17])=[O:13])[CH:5]=[CH:4][C:3]1=2, predict the reactants needed to synthesize it. The reactants are: [O:1]=[C:2]1[CH2:11][CH2:10][CH2:9][C:8]2[CH:7]=[C:6]([C:12]([OH:14])=[O:13])[CH:5]=[CH:4][C:3]1=2.CO.[CH3:17][Si](C=[N+]=[N-])(C)C. (4) Given the product [Cl:1][C:2]1[N:7]=[C:6]([C:17]2[N:16]([CH2:15][O:14][CH2:13][CH2:12][Si:11]([CH3:29])([CH3:28])[CH3:10])[C:20]3=[N:21][CH:22]=[CH:23][CH:24]=[C:19]3[CH:18]=2)[C:5]([OH:9])=[CH:4][CH:3]=1, predict the reactants needed to synthesize it. The reactants are: [Cl:1][C:2]1[N:7]=[C:6](I)[C:5]([OH:9])=[CH:4][CH:3]=1.[CH3:10][Si:11]([CH3:29])([CH3:28])[CH2:12][CH2:13][O:14][CH2:15][N:16]1[C:20]2=[N:21][CH:22]=[CH:23][CH:24]=[C:19]2[CH:18]=[C:17]1B(O)O. (5) Given the product [NH2:8][C:4]1[CH:3]=[C:2]([N:17]2[CH:16]=[C:15]([C:9]3[CH:10]=[CH:11][CH:12]=[CH:13][CH:14]=3)[O:19][C:18]2=[O:31])[CH:7]=[CH:6][N:5]=1, predict the reactants needed to synthesize it. The reactants are: I[C:2]1[CH:7]=[CH:6][N:5]=[C:4]([NH2:8])[CH:3]=1.[C:9]1([CH:15]2[O:19][CH:18]=[N:17][CH2:16]2)[CH:14]=[CH:13][CH:12]=[CH:11][CH:10]=1.CNC1CCCCC1NC.C(=O)([O-])[O-:31].[K+].[K+]. (6) Given the product [C:1]([N:6]1[CH2:11][CH2:10][N:9]([C:12]([C:14]2[CH:15]=[C:16]([CH:20]3[NH:21][C:22]4[C:27]5[C:28](=[N:55][NH:56][C:50](=[O:51])[C:26]=5[CH:25]=[CH:24][CH:23]=4)[CH:29]3[C:30]3[CH:35]=[CH:34][CH:33]=[C:32]([C:36]([N:38]4[CH2:43][CH2:42][N:41]([C:44](=[O:48])[CH:45]([CH3:47])[CH3:46])[CH2:40][CH2:39]4)=[O:37])[CH:31]=3)[CH:17]=[CH:18][CH:19]=2)=[O:13])[CH2:8][CH2:7]1)(=[O:54])[CH:2]([CH3:4])[CH3:3], predict the reactants needed to synthesize it. The reactants are: [C:1]([N:6]1[CH2:11][CH2:10][N:9]([C:12]([C:14]2[CH:15]=[C:16]([CH:20]3[CH:29]([C:30]4[CH:35]=[CH:34][CH:33]=[C:32]([C:36]([N:38]5[CH2:43][CH2:42][N:41]([C:44](=[O:48])[CH:45]([CH3:47])[CH3:46])[CH2:40][CH2:39]5)=[O:37])[CH:31]=4)[C:28](=O)[C:27]4[C:26]([C:50](OC)=[O:51])=[CH:25][CH:24]=[CH:23][C:22]=4[NH:21]3)[CH:17]=[CH:18][CH:19]=2)=[O:13])[CH2:8][CH2:7]1)(=O)[CH:2]([CH3:4])[CH3:3].[OH2:54].[NH2:55][NH2:56]. (7) Given the product [CH2:16]([C:18]1[CH:19]=[C:20]([CH2:21][CH2:13][C:12]([C:7]2[S:8][C:9]([CH3:11])=[C:10]3[C:6]=2[CH2:5][C@H:4]2[C:2]([CH3:15])([CH3:1])[C@H:3]23)=[O:14])[CH:23]=[C:24]([CH2:27][CH3:28])[C:25]=1[OH:26])[CH3:17], predict the reactants needed to synthesize it. The reactants are: [CH3:1][C:2]1([CH3:15])[C@@H:4]2[CH2:5][C:6]3[C:10]([C@H:3]12)=[C:9]([CH3:11])[S:8][C:7]=3[C:12](=[O:14])[CH3:13].[CH2:16]([C:18]1[CH:19]=[C:20]([CH:23]=[C:24]([CH2:27][CH3:28])[C:25]=1[OH:26])[CH:21]=O)[CH3:17].COC([C@@H](NC([C@@H](N)CC(O)=O)=O)CC1C=CC=CC=1)=O.Cl.Cl.